Dataset: Full USPTO retrosynthesis dataset with 1.9M reactions from patents (1976-2016). Task: Predict the reactants needed to synthesize the given product. Given the product [Cl:31][C:28]1[CH:29]=[CH:30][C:25]([C@@:14]23[O:24][C@@:11]([CH:42]([OH:44])[CH3:43])([CH2:12][O:13]2)[C@H:10]([OH:45])[C@H:9]([OH:8])[C@H:15]3[OH:16])=[CH:26][C:27]=1[CH2:32][C:33]1[CH:34]=[CH:35][C:36]([O:39][CH2:40][CH3:41])=[CH:37][CH:38]=1, predict the reactants needed to synthesize it. The reactants are: C([O:8][C@@H:9]1[C@@H:15]([O:16]CC2C=CC=CC=2)[C@:14]2([C:25]3[CH:30]=[CH:29][C:28]([Cl:31])=[C:27]([CH2:32][C:33]4[CH:38]=[CH:37][C:36]([O:39][CH2:40][CH3:41])=[CH:35][CH:34]=4)[CH:26]=3)[O:24][C@@:11]([CH:42]([OH:44])[CH3:43])([CH2:12][O:13]2)[C@@H:10]1[OH:45])C1C=CC=CC=1.Cl.